Dataset: Retrosynthesis with 50K atom-mapped reactions and 10 reaction types from USPTO. Task: Predict the reactants needed to synthesize the given product. (1) Given the product Nc1nccn2c(C3CCCCC3)nc(-c3ccc(Oc4ccccc4)cc3)c12, predict the reactants needed to synthesize it. The reactants are: Clc1nccn2c(C3CCCCC3)nc(-c3ccc(Oc4ccccc4)cc3)c12.N. (2) Given the product N[C@@H](Cc1ccccc1C(=O)c1ccccc1)C(=O)SCCC(=O)N1CCC[C@H]1C(=O)O, predict the reactants needed to synthesize it. The reactants are: CC(C)(C)OC(=O)[C@@H]1CCCN1C(=O)CCSC(=O)[C@@H](N)Cc1ccccc1C(=O)c1ccccc1. (3) Given the product COc1ccc2c(OCCn3cc(-c4ccccc4)cnc3=O)ccnc2c1, predict the reactants needed to synthesize it. The reactants are: COc1ccc2c(Cl)ccnc2c1.O=c1ncc(-c2ccccc2)cn1CCO. (4) Given the product O=C(O)c1ccc(-n2ccc3ccccc32)cc1Nc1ccc(F)cc1, predict the reactants needed to synthesize it. The reactants are: CC(C)(C)OC(=O)c1ccc(-n2ccc3ccccc32)cc1Nc1ccc(F)cc1.